Predict the product of the given reaction. From a dataset of Forward reaction prediction with 1.9M reactions from USPTO patents (1976-2016). (1) Given the reactants [N+:1]([C:4]1[CH:8]=[CH:7][NH:6][N:5]=1)([O-:3])=[O:2].C(=O)([O-])[O-].[K+].[K+].[CH3:15][CH:16]1[CH2:18][O:17]1, predict the reaction product. The product is: [N+:1]([C:4]1[CH:8]=[CH:7][N:6]([CH2:15][CH:16]([OH:17])[CH3:18])[N:5]=1)([O-:3])=[O:2]. (2) The product is: [CH3:1][C:2]1[CH2:7][CH2:6][CH2:5][C:4]([CH3:8])([CH3:9])[C:3]=1/[CH:10]=[CH:11]/[C:12](/[CH3:22])=[CH:13]\[CH:14]=[CH:15]\[C:16](\[CH3:21])=[CH:17]\[C:18]([OH:20])=[O:19]. Given the reactants [CH3:1][C:2]1[CH2:7][CH2:6][CH2:5][C:4]([CH3:9])([CH3:8])[C:3]=1/[CH:10]=[CH:11]/[C:12](/[CH3:22])=[CH:13]/[CH:14]=[CH:15]/[C:16](/[CH3:21])=[CH:17]/[C:18]([OH:20])=[O:19], predict the reaction product. (3) Given the reactants [Cl:1][C:2]1[CH:7]=[CH:6][C:5]([C:8]2([F:20])[CH2:13][CH2:12][N:11]([CH2:14][CH2:15][C:16]([O:18][CH3:19])=[O:17])[CH2:10][CH2:9]2)=[CH:4][CH:3]=1.C[Si](C)(C)[N-][Si](C)(C)C.[Li+].[CH2:31](Br)[C:32]1[CH:37]=[CH:36][CH:35]=[CH:34][CH:33]=1, predict the reaction product. The product is: [ClH:1].[CH2:31]([CH:15]([CH2:14][N:11]1[CH2:10][CH2:9][C:8]([C:5]2[CH:4]=[CH:3][C:2]([Cl:1])=[CH:7][CH:6]=2)([F:20])[CH2:13][CH2:12]1)[C:16]([O:18][CH3:19])=[O:17])[C:32]1[CH:37]=[CH:36][CH:35]=[CH:34][CH:33]=1. (4) Given the reactants [CH3:1][C:2]1[N:3]=[C:4]2[C:9](=O)[CH2:8][CH2:7][CH2:6][N:5]2[CH:11]=1.[NH2:12][C@H:13]([C:28]1[CH:33]=[CH:32][CH:31]=[CH:30][CH:29]=1)[C@@H:14]([O:20][Si:21]([C:24]([CH3:27])([CH3:26])[CH3:25])([CH3:23])[CH3:22])[C:15](OCC)=[O:16].O.C1(C)C=CC(S(O)(=O)=O)=CC=1.C([N-]C(C)C)(C)C.[Li+], predict the reaction product. The product is: [Si:21]([O:20][C@H:14]1[C:15](=[O:16])[C:8]2[CH2:7][CH2:6][N:5]3[CH:11]=[C:2]([CH3:1])[N:3]=[C:4]3[C:9]=2[NH:12][C@@H:13]1[C:28]1[CH:29]=[CH:30][CH:31]=[CH:32][CH:33]=1)([C:24]([CH3:27])([CH3:26])[CH3:25])([CH3:23])[CH3:22]. (5) Given the reactants Cl[C:2]1[CH:3]=[C:4]([C:8]2[N:9]=[CH:10][N:11]([C:13]3[C:18]([CH3:19])=[CH:17][CH:16]=[CH:15][C:14]=3[CH3:20])[CH:12]=2)[CH:5]=[CH:6][CH:7]=1.[NH2:21][C:22]1[CH:27]=[CH:26][CH:25]=[CH:24][CH:23]=1.CC(C)([O-])C.[Na+].C1(P(C2CCCCC2)C2C=CC=CC=2C2C(OC)=CC=CC=2OC)CCCCC1, predict the reaction product. The product is: [CH3:20][C:14]1[CH:15]=[CH:16][CH:17]=[C:18]([CH3:19])[C:13]=1[N:11]1[CH:12]=[C:8]([C:4]2[CH:3]=[C:2]([CH:7]=[CH:6][CH:5]=2)[NH:21][C:22]2[CH:27]=[CH:26][CH:25]=[CH:24][CH:23]=2)[N:9]=[CH:10]1.